Dataset: Forward reaction prediction with 1.9M reactions from USPTO patents (1976-2016). Task: Predict the product of the given reaction. (1) Given the reactants [C:1]([C:4]1[CH:9]=[C:8]([O:10][CH3:11])[N:7]=[C:6](/[CH:12]=[CH:13]/[CH2:14][NH:15][C:16](=[O:19])[O:17][CH3:18])[CH:5]=1)(=[O:3])[CH3:2], predict the reaction product. The product is: [CH3:18][O:17][C:16](=[O:19])[NH:15][CH2:14][CH2:13][CH2:12][C:6]1[CH:5]=[C:4]([C:1](=[O:3])[CH3:2])[CH:9]=[C:8]([O:10][CH3:11])[N:7]=1. (2) Given the reactants C(OC([N:8]1[CH2:14][CH2:13][C:12]([CH2:27][CH3:28])([C:15](=[O:26])N[C@H](C2C=CC=CC=2)CO)[CH2:11][C:10]2[CH:29]=[CH:30][CH:31]=[CH:32][C:9]1=2)=O)(C)(C)C.[OH:33][CH2:34][C@H](NC(C1(C)CCN(S(C2C=CC(C)=CC=2)(=O)=O)C2C=CC=CC=2C1)=O)C1C=CC=CC=1, predict the reaction product. The product is: [CH3:34][O:33][C:15]([C:12]1([CH2:27][CH3:28])[CH2:13][CH2:14][NH:8][C:9]2[CH:32]=[CH:31][CH:30]=[CH:29][C:10]=2[CH2:11]1)=[O:26].